Dataset: Full USPTO retrosynthesis dataset with 1.9M reactions from patents (1976-2016). Task: Predict the reactants needed to synthesize the given product. (1) Given the product [CH3:12][S:9]([CH2:8][CH2:7][N:5]1[CH:6]=[C:2]([C:25]2[CH:26]=[CH:27][C:22]([B:13]3[O:17][C:16]([CH3:19])([CH3:18])[C:15]([CH3:21])([CH3:20])[O:14]3)=[CH:23][CH:24]=2)[CH:3]=[N:4]1)(=[O:11])=[O:10], predict the reactants needed to synthesize it. The reactants are: Br[C:2]1[CH:3]=[N:4][N:5]([CH2:7][CH2:8][S:9]([CH3:12])(=[O:11])=[O:10])[CH:6]=1.[B:13]1([C:22]2[CH:27]=[CH:26][C:25](B3OC(C)(C)C(C)(C)O3)=[CH:24][CH:23]=2)[O:17][C:16]([CH3:19])([CH3:18])[C:15]([CH3:21])([CH3:20])[O:14]1.C(=O)([O-])[O-].[K+].[K+].C(Cl)Cl. (2) Given the product [C:10]1([C:15]2[CH:16]=[CH:17][CH:18]=[CH:19][CH:20]=2)[CH:11]=[CH:12][CH:13]=[CH:14][C:9]=1[NH:8][C:23](=[O:24])[CH2:22][Cl:21], predict the reactants needed to synthesize it. The reactants are: C(N(CC)CC)C.[NH2:8][C:9]1[CH:14]=[CH:13][CH:12]=[CH:11][C:10]=1[C:15]1[CH:20]=[CH:19][CH:18]=[CH:17][CH:16]=1.[Cl:21][CH2:22][C:23](Cl)=[O:24].C([O-])(O)=O.[Na+]. (3) Given the product [C:1]([O:5][C:6]([N:8]1[CH2:13][CH2:12][CH:11]([O:14][C:18]2[C:23]([C:24](=[O:26])[CH3:25])=[C:22]([NH:27][C:28]3[CH:29]=[N:30][C:31]([S:34]([CH3:37])(=[O:35])=[O:36])=[CH:32][CH:33]=3)[N:21]=[CH:20][N:19]=2)[CH2:10][CH2:9]1)=[O:7])([CH3:4])([CH3:2])[CH3:3], predict the reactants needed to synthesize it. The reactants are: [C:1]([O:5][C:6]([N:8]1[CH2:13][CH2:12][CH:11]([OH:14])[CH2:10][CH2:9]1)=[O:7])([CH3:4])([CH3:3])[CH3:2].[H-].[Na+].Cl[C:18]1[C:23]([C:24](=[O:26])[CH3:25])=[C:22]([NH:27][C:28]2[CH:29]=[N:30][C:31]([S:34]([CH3:37])(=[O:36])=[O:35])=[CH:32][CH:33]=2)[N:21]=[CH:20][N:19]=1. (4) Given the product [C:20]([C:19]1[CH:22]=[CH:23][CH:24]=[CH:25][C:18]=1[C:16]1[CH:15]=[CH:14][C:5]2[N:6]([CH2:7][CH:8]3[CH2:9][CH2:10][N:11]([C:43]([O:42][CH2:41][C:38]4[CH:39]=[CH:40][CH:35]=[CH:36][CH:37]=4)=[O:44])[CH2:12][CH2:13]3)[C:2](=[O:1])[S:3][C:4]=2[CH:17]=1)#[N:21], predict the reactants needed to synthesize it. The reactants are: [O:1]=[C:2]1[N:6]([CH2:7][CH:8]2[CH2:13][CH2:12][NH:11][CH2:10][CH2:9]2)[C:5]2[CH:14]=[CH:15][C:16]([C:18]3[CH:25]=[CH:24][CH:23]=[CH:22][C:19]=3[C:20]#[N:21])=[CH:17][C:4]=2[S:3]1.CCN(C(C)C)C(C)C.[CH:35]1[CH:40]=[CH:39][C:38]([CH2:41][O:42][C:43](Cl)=[O:44])=[CH:37][CH:36]=1. (5) Given the product [C:29]1([CH2:35][C:36]([NH:38][C:39](=[O:40])[NH:1][C:2]2[CH:28]=[CH:27][C:5]([O:6][C:7]3[CH:12]=[CH:11][N:10]=[C:9]([NH:13][C:14]([N:16]4[CH2:17][CH2:18][CH:19]([CH2:22][N:23]5[CH2:26][CH2:25][CH2:24]5)[CH2:20][CH2:21]4)=[O:15])[CH:8]=3)=[CH:4][CH:3]=2)=[O:37])[CH:34]=[CH:33][CH:32]=[CH:31][CH:30]=1, predict the reactants needed to synthesize it. The reactants are: [NH2:1][C:2]1[CH:28]=[CH:27][C:5]([O:6][C:7]2[CH:12]=[CH:11][N:10]=[C:9]([NH:13][C:14]([N:16]3[CH2:21][CH2:20][CH:19]([CH2:22][N:23]4[CH2:26][CH2:25][CH2:24]4)[CH2:18][CH2:17]3)=[O:15])[CH:8]=2)=[CH:4][CH:3]=1.[C:29]1([CH2:35][C:36]([N:38]=[C:39]=[O:40])=[O:37])[CH:34]=[CH:33][CH:32]=[CH:31][CH:30]=1. (6) Given the product [CH3:1][C:2]([CH3:12])([CH3:11])[CH2:3][CH:4]1[CH2:7][CH:6]([C:8]([OH:10])=[O:9])[CH2:5]1, predict the reactants needed to synthesize it. The reactants are: [CH3:1][C:2]([CH3:12])([CH3:11])[CH2:3][CH:4]1[CH2:7][C:6]([C:8]([OH:10])=[O:9])=[CH:5]1. (7) Given the product [CH3:1][O:2][C:3](=[O:16])[C:4]1[CH:9]=[C:8]([N:10]2[CH2:14][CH2:13][CH2:12][CH2:11]2)[CH:7]=[CH:6][C:5]=1[C:18]#[N:19], predict the reactants needed to synthesize it. The reactants are: [CH3:1][O:2][C:3](=[O:16])[C:4]1[CH:9]=[C:8]([N:10]2[CH2:14][CH2:13][CH2:12][CH2:11]2)[CH:7]=[CH:6][C:5]=1Br.[Cu][C:18]#[N:19].CN(C=O)C.